This data is from Catalyst prediction with 721,799 reactions and 888 catalyst types from USPTO. The task is: Predict which catalyst facilitates the given reaction. Reactant: [C:1]([O:5][C:6]([N:8]1[CH2:12][C:11]([OH:14])([CH3:13])[CH2:10][C@H:9]1[C:15]([OH:17])=[O:16])=[O:7])([CH3:4])([CH3:3])[CH3:2].C([O-])([O-])=O.[Cs+].[Cs+].Br[CH2:25][C:26]1[CH:31]=[CH:30][CH:29]=[CH:28][CH:27]=1. Product: [OH:14][C:11]1([CH3:13])[CH2:12][N:8]([C:6]([O:5][C:1]([CH3:2])([CH3:3])[CH3:4])=[O:7])[C@H:9]([C:15]([O:17][CH2:25][C:26]2[CH:31]=[CH:30][CH:29]=[CH:28][CH:27]=2)=[O:16])[CH2:10]1. The catalyst class is: 9.